From a dataset of Catalyst prediction with 721,799 reactions and 888 catalyst types from USPTO. Predict which catalyst facilitates the given reaction. (1) Reactant: Br[C:2]1[CH:3]=[CH:4][C:5]([C:8]2[CH:13]=[CH:12][C:11]([O:14][CH2:15][CH:16]3[CH2:21][CH2:20][N:19]([C:22]([O:24][C:25]([CH3:28])([CH3:27])[CH3:26])=[O:23])[CH2:18][CH2:17]3)=[CH:10][CH:9]=2)=[N:6][CH:7]=1.[Na+].[CH3:30][S:31]([O-:33])=[O:32].N1CCC[C@H]1C(O)=O.[OH-].[Na+]. Product: [CH3:30][S:31]([C:2]1[CH:3]=[CH:4][C:5]([C:8]2[CH:13]=[CH:12][C:11]([O:14][CH2:15][CH:16]3[CH2:21][CH2:20][N:19]([C:22]([O:24][C:25]([CH3:28])([CH3:27])[CH3:26])=[O:23])[CH2:18][CH2:17]3)=[CH:10][CH:9]=2)=[N:6][CH:7]=1)(=[O:33])=[O:32]. The catalyst class is: 156. (2) Reactant: [CH:1]([C:4]1[S:13][C:12]2[S:11][C:10]3[CH:14]=[CH:15][CH:16]=[CH:17][C:9]=3[NH:8][C:7](=O)[C:6]=2[CH:5]=1)([CH3:3])[CH3:2].COC1C=CC(P2(=S)SP(=S)(C3C=CC(OC)=CC=3)[S:28]2)=CC=1. Product: [CH:1]([C:4]1[S:13][C:12]2[S:11][C:10]3[CH:14]=[CH:15][CH:16]=[CH:17][C:9]=3[NH:8][C:7](=[S:28])[C:6]=2[CH:5]=1)([CH3:3])[CH3:2]. The catalyst class is: 11.